From a dataset of Full USPTO retrosynthesis dataset with 1.9M reactions from patents (1976-2016). Predict the reactants needed to synthesize the given product. (1) Given the product [F:3][C:4]1[CH:9]=[CH:8][CH:7]=[CH:6][C:5]=1[C:10]1[N:14]2[N:15]=[C:16]([O:24][CH2:27][C:28]3[N:32]([CH3:33])[N:31]=[CH:30][N:29]=3)[C:17]([CH:19]3[CH2:20][C:21](=[O:23])[CH2:22]3)=[CH:18][C:13]2=[N:12][N:11]=1, predict the reactants needed to synthesize it. The reactants are: [H-].[Na+].[F:3][C:4]1[CH:9]=[CH:8][CH:7]=[CH:6][C:5]=1[C:10]1[N:14]2[NH:15][C:16](=[O:24])[C:17]([CH:19]3[CH2:22][C:21](=[O:23])[CH2:20]3)=[CH:18][C:13]2=[N:12][N:11]=1.Cl.Cl[CH2:27][C:28]1[N:32]([CH3:33])[N:31]=[CH:30][N:29]=1. (2) The reactants are: Br[C:2]1[CH:7]=[CH:6][C:5]([NH:8][C:9]2[N:10]=[C:11]([NH2:29])[C:12]3[CH:18]=[C:17]([C:19]4[C:24]([Cl:25])=[CH:23][CH:22]=[CH:21][C:20]=4[Cl:26])[C:16](=[O:27])[N:15]([CH3:28])[C:13]=3[N:14]=2)=[CH:4][CH:3]=1.N1CCC[C@H]1C(O)=O.C(=O)([O-])[O-].[K+].[K+].[CH3:44][N:45]1[CH2:50][CH2:49][NH:48][CH2:47][CH2:46]1. Given the product [NH2:29][C:11]1[C:12]2[CH:18]=[C:17]([C:19]3[C:24]([Cl:25])=[CH:23][CH:22]=[CH:21][C:20]=3[Cl:26])[C:16](=[O:27])[N:15]([CH3:28])[C:13]=2[N:14]=[C:9]([NH:8][C:5]2[CH:6]=[CH:7][C:2]([N:48]3[CH2:49][CH2:50][N:45]([CH3:44])[CH2:46][CH2:47]3)=[CH:3][CH:4]=2)[N:10]=1, predict the reactants needed to synthesize it.